This data is from Catalyst prediction with 721,799 reactions and 888 catalyst types from USPTO. The task is: Predict which catalyst facilitates the given reaction. (1) Reactant: [Cl:1][C:2]1[N:3]=[C:4](Cl)[C:5]2[CH:11]=[CH:10][CH:9]=[N:8][C:6]=2[N:7]=1.NC1N=CC=CC=1C(O)=O.[C:23]([O:27][C:28]([N:30]1[CH2:35][CH2:34][NH:33][CH2:32][CH2:31]1)=[O:29])([CH3:26])([CH3:25])[CH3:24].CCN(C(C)C)C(C)C.P(=O)(O)(O)O. Product: [C:23]([O:27][C:28]([N:30]1[CH2:35][CH2:34][N:33]([C:4]2[C:5]3[CH:11]=[CH:10][CH:9]=[N:8][C:6]=3[N:7]=[C:2]([Cl:1])[N:3]=2)[CH2:32][CH2:31]1)=[O:29])([CH3:26])([CH3:24])[CH3:25]. The catalyst class is: 357. (2) Reactant: [CH:1]([C:3]1[CH:10]=[C:7]([CH:8]=O)[C:6]([OH:11])=[CH:5][CH:4]=1)=[O:2].[F:12][C:13]([F:22])([F:21])/[CH:14]=[CH:15]/[C:16]([O:18][CH2:19][CH3:20])=[O:17].C(=O)([O-])[O-].[K+].[K+]. Product: [CH:1]([C:3]1[CH:4]=[CH:5][C:6]2[O:11][CH:14]([C:13]([F:12])([F:22])[F:21])[C:15]([C:16]([O:18][CH2:19][CH3:20])=[O:17])=[CH:8][C:7]=2[CH:10]=1)=[O:2]. The catalyst class is: 9. (3) Reactant: [Cl:1][C:2]1[CH:7]=[C:6]([C:8]([NH:10][NH2:11])=[O:9])[CH:5]=[CH:4][C:3]=1[C:12]1[N:17]=[C:16]2[O:18][C:19]([CH3:30])([CH3:29])[CH2:20][CH:21]([NH:22][C:23](=[O:28])[C:24]([CH3:27])([CH3:26])[CH3:25])[C:15]2=[CH:14][C:13]=1[C:31]1[CH:36]=[CH:35][C:34]([Cl:37])=[CH:33][CH:32]=1.[C:38](Cl)(Cl)=[O:39]. The catalyst class is: 2. Product: [Cl:1][C:2]1[CH:7]=[C:6]([C:8]2[O:9][C:38](=[O:39])[NH:11][N:10]=2)[CH:5]=[CH:4][C:3]=1[C:12]1[N:17]=[C:16]2[O:18][C:19]([CH3:29])([CH3:30])[CH2:20][CH:21]([NH:22][C:23](=[O:28])[C:24]([CH3:27])([CH3:25])[CH3:26])[C:15]2=[CH:14][C:13]=1[C:31]1[CH:32]=[CH:33][C:34]([Cl:37])=[CH:35][CH:36]=1. (4) Reactant: Br[C:2]1[CH:16]=[CH:15][C:5]([N:6]([CH2:11][CH:12]([CH3:14])[CH3:13])[CH2:7][CH:8]([CH3:10])[CH3:9])=[C:4]([N+:17]([O-:19])=[O:18])[CH:3]=1.[CH:20]([C:22]1[NH:26][N:25]=[N:24][N:23]=1)=[CH2:21].N(CCO)(CCO)CCO. Product: [NH:23]1[C:22](/[CH:20]=[CH:21]/[C:2]2[CH:16]=[CH:15][C:5]([N:6]([CH2:11][CH:12]([CH3:14])[CH3:13])[CH2:7][CH:8]([CH3:10])[CH3:9])=[C:4]([N+:17]([O-:19])=[O:18])[CH:3]=2)=[N:26][N:25]=[N:24]1. The catalyst class is: 167. (5) Reactant: Cl[C:2]1[C:3](=[O:26])[N:4]([CH2:15][C:16]2[CH:21]=[CH:20][C:19]([O:22][CH:23]([F:25])[F:24])=[CH:18][CH:17]=2)[S:5](=[O:14])(=[O:13])[C:6]=1[C:7]1[CH:12]=[CH:11][CH:10]=[CH:9][CH:8]=1.[O:27]1[CH2:32][CH2:31][N:30]([C:33]2[CH:39]=[CH:38][C:36]([NH2:37])=[CH:35][CH:34]=2)[CH2:29][CH2:28]1. Product: [F:24][CH:23]([F:25])[O:22][C:19]1[CH:20]=[CH:21][C:16]([CH2:15][N:4]2[C:3](=[O:26])[C:2]([NH:37][C:36]3[CH:35]=[CH:34][C:33]([N:30]4[CH2:31][CH2:32][O:27][CH2:28][CH2:29]4)=[CH:39][CH:38]=3)=[C:6]([C:7]3[CH:12]=[CH:11][CH:10]=[CH:9][CH:8]=3)[S:5]2(=[O:14])=[O:13])=[CH:17][CH:18]=1. The catalyst class is: 23. (6) Reactant: [CH3:1][O:2][C:3]1[CH:4]=[C:5]2[C:13](=[CH:14][CH:15]=1)[NH:12][C:11]1[CH:10]([CH2:16][CH2:17][C:18]3[CH:23]=[CH:22][C:21]([C:24]([F:27])([F:26])[F:25])=[CH:20][CH:19]=3)[NH:9][CH2:8][CH2:7][C:6]2=1.Br[CH:29]([C:35]1[CH:40]=[CH:39][CH:38]=[CH:37][CH:36]=1)[C:30]([O:32][CH2:33][CH3:34])=[O:31].C([O-])([O-])=O.[Na+].[Na+]. Product: [CH2:33]([O:32][C:30](=[O:31])[CH:29]([N:9]1[CH2:8][CH2:7][C:6]2[C:5]3[C:13](=[CH:14][CH:15]=[C:3]([O:2][CH3:1])[CH:4]=3)[NH:12][C:11]=2[CH:10]1[CH2:16][CH2:17][C:18]1[CH:23]=[CH:22][C:21]([C:24]([F:27])([F:26])[F:25])=[CH:20][CH:19]=1)[C:35]1[CH:40]=[CH:39][CH:38]=[CH:37][CH:36]=1)[CH3:34]. The catalyst class is: 5. (7) Reactant: [CH3:1][N:2]([CH2:10][C:11]1[CH:16]=[CH:15][C:14]([C:17]2[S:18][CH:19]=[C:20]([C:22](=[O:35])[C:23]3[CH:28]=[C:27]([O:29][CH3:30])[C:26]([O:31][CH3:32])=[C:25]([O:33][CH3:34])[CH:24]=3)[N:21]=2)=[CH:13][CH:12]=1)C(=O)OC(C)(C)C.[ClH:36]. Product: [ClH:36].[CH3:1][NH:2][CH2:10][C:11]1[CH:12]=[CH:13][C:14]([C:17]2[S:18][CH:19]=[C:20]([C:22]([C:23]3[CH:24]=[C:25]([O:33][CH3:34])[C:26]([O:31][CH3:32])=[C:27]([O:29][CH3:30])[CH:28]=3)=[O:35])[N:21]=2)=[CH:15][CH:16]=1. The catalyst class is: 135.